Dataset: Experimentally validated miRNA-target interactions with 360,000+ pairs, plus equal number of negative samples. Task: Binary Classification. Given a miRNA mature sequence and a target amino acid sequence, predict their likelihood of interaction. (1) The miRNA is mmu-miR-505-5p with sequence GGGAGCCAGGAAGUAUUGAUGUU. The protein sequence of the target gene is MSYRRELEKYRDLDEDEILGALTEEELRTLENELDELDPDNALLPAGLRQKDQTTKAPTGPFKREELLDHLEKQAKEFKDREDLVPYTGEKRGKVWVPKQKPMDPVLESVTLEPELEEALANASDAELCDIAAILGMHTLMSNQQYYQALGSSSIVNKEGLNSVIKPTQYKPVPDEEPNSTDVEETLERIKNNDPELEEVNLNNIRNIPIPTLKAYAEALKENSYVKKFSIVGTRSNDPVAFALAEMLKVNKVLKTLNVESNFISGAGILRLVEALPHNTSLVELKIDNQSQPLGNKVEM.... Result: 0 (no interaction). (2) The miRNA is hsa-miR-6864-5p with sequence UUGAAGGGACAAGUCAGAUAUGCC. The protein sequence of the target gene is MPRLLAPLLCLTLLPALAARGLRCSQPSGTCLNGGRCEVANGTEACVCSGAFVGQRCQDPSPCLSTPCKNAGTCYVVDHGGIVDYACSCPLGFSGPLCLTPLANACLANPCRNGGTCDLLTLTEYKCRCPPGWSGKSCQQADPCASNPCANGGQCLPFESSYICGCPPGFHGPTCRQDVNECSQNPGLCRHGGTCHNEIGSYRCACRATHTGPHCELPYVPCSPSPCQNGGTCRPTGDTTHECACLPGFAGQNCEENVDDCPGNNCKNGGACVDGVNTYNCRCPPEWTGQYCTEDVDECQ.... Result: 0 (no interaction).